From a dataset of Reaction yield outcomes from USPTO patents with 853,638 reactions. Predict the reaction yield, written as a fraction of the theoretical maximum amount of product (1.0 means a 100% yield; for example, 0.34 means a 34% yield). (1) The reactants are [CH2:1]([N:3]([CH2:37][CH3:38])[CH2:4][CH2:5][CH2:6][NH:7][C:8]1[N:9]=[C:10]([C:27]2[CH:28]=[C:29]([CH:33]=[CH:34][C:35]=2[CH3:36])[C:30](O)=[O:31])[C:11]2[CH:17]=[CH:16][C:15](=[O:18])[N:14]([C:19]3[C:24]([F:25])=[CH:23][CH:22]=[CH:21][C:20]=3[F:26])[C:12]=2[N:13]=1)[CH3:2].CN(C(ON1N=NC2C=CC=CC1=2)=[N+](C)C)C.F[P-](F)(F)(F)(F)F.[NH2:63][CH:64]([CH2:67][OH:68])[CH2:65][OH:66]. The catalyst is C1COCC1. The product is [CH2:1]([N:3]([CH2:37][CH3:38])[CH2:4][CH2:5][CH2:6][NH:7][C:8]1[N:9]=[C:10]([C:27]2[CH:28]=[C:29]([CH:33]=[CH:34][C:35]=2[CH3:36])[C:30]([NH:63][CH:64]([CH2:67][OH:68])[CH2:65][OH:66])=[O:31])[C:11]2[CH:17]=[CH:16][C:15](=[O:18])[N:14]([C:19]3[C:24]([F:25])=[CH:23][CH:22]=[CH:21][C:20]=3[F:26])[C:12]=2[N:13]=1)[CH3:2]. The yield is 0.880. (2) The reactants are [C:1]1([CH:7]2[S:12][CH2:11][CH2:10][CH2:9][S:8]2)[CH:6]=[CH:5][CH:4]=[CH:3][CH:2]=1.[O:13]1[C:17]2[CH:18]=[CH:19][C:20]([CH:22]=[O:23])=[CH:21][C:16]=2[CH2:15][CH2:14]1. No catalyst specified. The product is [O:13]1[C:17]2[CH:18]=[CH:19][C:20]([CH:22]([C:7]3([C:1]4[CH:2]=[CH:3][CH:4]=[CH:5][CH:6]=4)[S:8][CH2:9][CH2:10][CH2:11][S:12]3)[OH:23])=[CH:21][C:16]=2[CH2:15][CH2:14]1. The yield is 0.820. (3) The reactants are Cl.[Br:2][C:3]1[CH:8]=[CH:7][C:6]([C:9](=[O:15])/[CH:10]=[CH:11]/N(C)C)=[C:5]([OH:16])[CH:4]=1. The catalyst is ClCCl. The product is [Br:2][C:3]1[CH:4]=[C:5]2[C:6]([C:9](=[O:15])[CH:10]=[CH:11][O:16]2)=[CH:7][CH:8]=1. The yield is 1.00. (4) The reactants are [CH3:1][O:2][C:3]1[CH:8]=[CH:7][CH:6]=[CH:5][C:4]=1[N:9]1[CH2:14][CH2:13][NH:12][CH2:11][CH2:10]1.Br[CH2:16][CH2:17][CH2:18][CH2:19][N:20]1[C:24](=[O:25])[C:23]2=[CH:26][CH:27]=[CH:28][CH:29]=[C:22]2[C:21]1=[O:30].C([O-])([O-])=O.[K+].[K+]. The catalyst is C(#N)C. The product is [CH3:1][O:2][C:3]1[CH:8]=[CH:7][CH:6]=[CH:5][C:4]=1[N:9]1[CH2:14][CH2:13][N:12]([CH2:16][CH2:17][CH2:18][CH2:19][N:20]2[C:24](=[O:25])[C:23]3[C:22](=[CH:29][CH:28]=[CH:27][CH:26]=3)[C:21]2=[O:30])[CH2:11][CH2:10]1. The yield is 0.870. (5) The reactants are [CH3:1][C:2]1[CH:3]([C:10]2[CH:15]=[CH:14][CH:13]=[CH:12][C:11]=2[CH:16]=[N:17][C:18]2[CH:23]=[CH:22][CH:21]=[CH:20][CH:19]=2)[C:4]([CH3:9])=[C:5]([CH3:8])[C:6]=1[CH3:7].[BH4-].[Na+].O.C1(C)C=CC=CC=1. The catalyst is C(O)C. The product is [CH3:1][C:2]1[CH:3]([C:10]2[CH:15]=[CH:14][CH:13]=[CH:12][C:11]=2[CH2:16][NH:17][C:18]2[CH:23]=[CH:22][CH:21]=[CH:20][CH:19]=2)[C:4]([CH3:9])=[C:5]([CH3:8])[C:6]=1[CH3:7]. The yield is 0.660.